The task is: Regression. Given two drug SMILES strings and cell line genomic features, predict the synergy score measuring deviation from expected non-interaction effect.. This data is from NCI-60 drug combinations with 297,098 pairs across 59 cell lines. (1) Drug 1: C1=CC(=C2C(=C1NCCNCCO)C(=O)C3=C(C=CC(=C3C2=O)O)O)NCCNCCO. Drug 2: CCCS(=O)(=O)NC1=C(C(=C(C=C1)F)C(=O)C2=CNC3=C2C=C(C=N3)C4=CC=C(C=C4)Cl)F. Cell line: SK-OV-3. Synergy scores: CSS=43.2, Synergy_ZIP=-3.65, Synergy_Bliss=-3.69, Synergy_Loewe=-46.0, Synergy_HSA=-4.10. (2) Drug 1: CC1=CC=C(C=C1)C2=CC(=NN2C3=CC=C(C=C3)S(=O)(=O)N)C(F)(F)F. Drug 2: CC(C)NC(=O)C1=CC=C(C=C1)CNNC.Cl. Cell line: NCI-H226. Synergy scores: CSS=-0.398, Synergy_ZIP=0.261, Synergy_Bliss=-1.29, Synergy_Loewe=-0.234, Synergy_HSA=-2.36. (3) Drug 1: C1=CC=C(C=C1)NC(=O)CCCCCCC(=O)NO. Drug 2: CC1=C(N=C(N=C1N)C(CC(=O)N)NCC(C(=O)N)N)C(=O)NC(C(C2=CN=CN2)OC3C(C(C(C(O3)CO)O)O)OC4C(C(C(C(O4)CO)O)OC(=O)N)O)C(=O)NC(C)C(C(C)C(=O)NC(C(C)O)C(=O)NCCC5=NC(=CS5)C6=NC(=CS6)C(=O)NCCC[S+](C)C)O. Cell line: NCI-H322M. Synergy scores: CSS=13.9, Synergy_ZIP=-0.995, Synergy_Bliss=2.10, Synergy_Loewe=1.47, Synergy_HSA=2.90. (4) Drug 1: C1=CC(=CC=C1CCC2=CNC3=C2C(=O)NC(=N3)N)C(=O)NC(CCC(=O)O)C(=O)O. Drug 2: CC1C(C(CC(O1)OC2CC(CC3=C2C(=C4C(=C3O)C(=O)C5=C(C4=O)C(=CC=C5)OC)O)(C(=O)C)O)N)O.Cl. Cell line: OVCAR-8. Synergy scores: CSS=25.9, Synergy_ZIP=-8.98, Synergy_Bliss=-13.0, Synergy_Loewe=-9.26, Synergy_HSA=-8.46.